Dataset: Blood-brain barrier permeability classification from the B3DB database. Task: Regression/Classification. Given a drug SMILES string, predict its absorption, distribution, metabolism, or excretion properties. Task type varies by dataset: regression for continuous measurements (e.g., permeability, clearance, half-life) or binary classification for categorical outcomes (e.g., BBB penetration, CYP inhibition). Dataset: b3db_classification. (1) The molecule is O[C@@H](OCC(CO[C@H](O)C(Cl)(Cl)Cl)(CO[C@H](O)C(Cl)(Cl)Cl)CO[C@H](O)C(Cl)(Cl)Cl)C(Cl)(Cl)Cl. The result is 1 (penetrates BBB). (2) The molecule is CON=C(C(=O)N[C@H]1C(=O)N2C(C(=O)O)=C(CSc3nc(=O)c(=O)[nH]n3C)CS[C@@H]12)c1csc(N)n1. The result is 0 (does not penetrate BBB). (3) The drug is CC1NC(=O)C2(CCCC2)NC1=O. The result is 1 (penetrates BBB). (4) The molecule is CN(C(=O)Cc1ccc(Cl)c(Cl)c1)[C@H]1CC[C@@]2(CCCO2)C[C@@H]1N1CCCC1. The result is 1 (penetrates BBB).